This data is from NCI-60 drug combinations with 297,098 pairs across 59 cell lines. The task is: Regression. Given two drug SMILES strings and cell line genomic features, predict the synergy score measuring deviation from expected non-interaction effect. Drug 1: CS(=O)(=O)C1=CC(=C(C=C1)C(=O)NC2=CC(=C(C=C2)Cl)C3=CC=CC=N3)Cl. Drug 2: C1C(C(OC1N2C=NC3=C2NC=NCC3O)CO)O. Cell line: U251. Synergy scores: CSS=11.6, Synergy_ZIP=-2.06, Synergy_Bliss=3.30, Synergy_Loewe=4.45, Synergy_HSA=4.32.